From a dataset of Forward reaction prediction with 1.9M reactions from USPTO patents (1976-2016). Predict the product of the given reaction. (1) Given the reactants [CH2:1]([O:8][C:9]1[CH:19]=[CH:18][C:12]2[CH:13]=[C:14]([CH:16]=[O:17])[S:15][C:11]=2[CH:10]=1)[C:2]1[CH:7]=[CH:6][CH:5]=[CH:4][CH:3]=1.[H-].[H-].[H-].[H-].[Li+].[Al+3], predict the reaction product. The product is: [CH2:1]([O:8][C:9]1[CH:19]=[CH:18][C:12]2[CH:13]=[C:14]([CH2:16][OH:17])[S:15][C:11]=2[CH:10]=1)[C:2]1[CH:3]=[CH:4][CH:5]=[CH:6][CH:7]=1. (2) Given the reactants [NH2:1][C:2]1[CH:3]=[CH:4][C:5]2[CH2:9][O:8][B:7]([OH:10])[C:6]=2[CH:11]=1.[CH3:12][O:13][C:14]1[CH:19]=[CH:18][C:17]([S:20](Cl)(=[O:22])=[O:21])=[CH:16][C:15]=1[CH3:24], predict the reaction product. The product is: [OH:10][B:7]1[C:6]2[CH:11]=[C:2]([NH:1][S:20]([C:17]3[CH:18]=[CH:19][C:14]([O:13][CH3:12])=[C:15]([CH3:24])[CH:16]=3)(=[O:22])=[O:21])[CH:3]=[CH:4][C:5]=2[CH2:9][O:8]1. (3) Given the reactants [H-].[Na+].Br[CH2:4][CH:5]1[CH2:7][CH2:6]1.[S:8]1[CH2:13][CH2:12][CH2:11][S:10][CH:9]1[C:14]([O:16][CH2:17][CH3:18])=[O:15], predict the reaction product. The product is: [CH:7]1([CH2:6][C:9]2([C:14]([O:16][CH2:17][CH3:18])=[O:15])[S:8][CH2:13][CH2:12][CH2:11][S:10]2)[CH2:5][CH2:4]1. (4) The product is: [F:1][C:2]1[C:10]([O:11][C:12]2[C:21]3[C:16](=[CH:17][C:18]([O:24][CH2:25][CH2:26][CH2:27][C:28]([N:54]4[CH2:55][CH2:56][C:51]5([CH2:48][O:49][CH2:50]5)[CH2:52][CH2:53]4)=[O:29])=[C:19]([O:22][CH3:23])[CH:20]=3)[N:15]=[CH:14][N:13]=2)=[CH:9][CH:8]=[C:7]2[C:3]=1[CH:4]=[C:5]([CH3:31])[NH:6]2. Given the reactants [F:1][C:2]1[C:10]([O:11][C:12]2[C:21]3[C:16](=[CH:17][C:18]([O:24][CH2:25][CH2:26][CH2:27][C:28](O)=[O:29])=[C:19]([O:22][CH3:23])[CH:20]=3)[N:15]=[CH:14][N:13]=2)=[CH:9][CH:8]=[C:7]2[C:3]=1[CH:4]=[C:5]([CH3:31])[NH:6]2.OC1C2N=NNC=2C=CC=1.C(O)(=O)C(O)=O.[CH2:48]1[C:51]2([CH2:56][CH2:55][NH:54][CH2:53][CH2:52]2)[CH2:50][O:49]1.C1C2(CCNCC2)CO1.C(N(CC)C(C)C)(C)C.Cl.C(N=C=NCCCN(C)C)C, predict the reaction product.